From a dataset of Full USPTO retrosynthesis dataset with 1.9M reactions from patents (1976-2016). Predict the reactants needed to synthesize the given product. (1) Given the product [C:1]([N:4]([C:30]1[CH:31]=[CH:32][C:33]([Cl:36])=[CH:34][CH:35]=1)[C@H:5]1[C:14]2[C:9](=[CH:10][CH:11]=[CH:12][CH:13]=2)[N:8]([C:15]([C:17]2[O:21][N:20]=[C:19]([O:22][CH2:23][C:24]([OH:26])=[O:25])[CH:18]=2)=[O:16])[C@@H:7]([CH3:29])[CH2:6]1)(=[O:3])[CH3:2], predict the reactants needed to synthesize it. The reactants are: [C:1]([N:4]([C:30]1[CH:35]=[CH:34][C:33]([Cl:36])=[CH:32][CH:31]=1)[C@H:5]1[C:14]2[C:9](=[CH:10][CH:11]=[CH:12][CH:13]=2)[N:8]([C:15]([C:17]2[O:21][N:20]=[C:19]([O:22][CH2:23][C:24]([O:26]CC)=[O:25])[CH:18]=2)=[O:16])[C@@H:7]([CH3:29])[CH2:6]1)(=[O:3])[CH3:2].O.[OH-].[Li+]. (2) Given the product [ClH:1].[Cl:1][C:17]1[CH:18]=[C:19]([Cl:51])[CH:20]=[CH:21][C:25]=1[NH:24][C:7]1[C:6]2[N:5]=[CH:4][N:3]([CH3:2])[C:11]=2[C:10]([C:12]([N:39]2[CH2:44][CH2:43][O:42][CH2:41][CH2:40]2)=[O:14])=[CH:9][N:8]=1, predict the reactants needed to synthesize it. The reactants are: [ClH:1].[CH3:2][N:3]1[C:11]2[C:10]([C:12]([OH:14])=O)=[CH:9][N:8]=[CH:7][C:6]=2[N:5]=[CH:4]1.O.O[C:17]1[C:25]2[N:24]=NN[C:21]=2[CH:20]=[CH:19][CH:18]=1.CC[N+](CCCN(C)C)=C=N.C([N:39]1[CH2:44][CH2:43][O:42][CH2:41][CH2:40]1)C.N1CCOCC1.[ClH:51]. (3) Given the product [F:48][C:47]([F:50])([F:49])[C:45]([OH:51])=[O:46].[CH:1]1([O:6][C:7]2[C:43]([CH3:44])=[CH:42][C:10]3[N:11]=[C:12]4[C:17]([N:18]([CH2:19][CH2:20][NH:21][CH2:29][C:30]5[CH:35]=[CH:34][CH:33]=[CH:32][C:31]=5[C:36]([F:38])([F:39])[F:37])[C:9]=3[CH:8]=2)=[N:16][C:15](=[O:40])[NH:14][C:13]4=[O:41])[CH2:5][CH2:4][CH2:3][CH2:2]1, predict the reactants needed to synthesize it. The reactants are: [CH:1]1([O:6][C:7]2[C:43]([CH3:44])=[CH:42][C:10]3[N:11]=[C:12]4[C:17]([N:18]([CH2:19][CH2:20][N:21]([CH2:29][C:30]5[CH:35]=[CH:34][CH:33]=[CH:32][C:31]=5[C:36]([F:39])([F:38])[F:37])C(=O)OC(C)(C)C)[C:9]=3[CH:8]=2)=[N:16][C:15](=[O:40])[NH:14][C:13]4=[O:41])[CH2:5][CH2:4][CH2:3][CH2:2]1.[C:45]([OH:51])([C:47]([F:50])([F:49])[F:48])=[O:46]. (4) Given the product [CH3:1][O:2][C:3]([C:5]1[CH:18]=[C:17]([Cl:24])[C:16]2[C:7](=[C:8]3[C:13](=[C:14]([O:20][CH3:21])[CH:15]=2)[CH:12]=[CH:11][CH:10]=[N:9]3)[N:6]=1)=[O:4], predict the reactants needed to synthesize it. The reactants are: [CH3:1][O:2][C:3]([C:5]1[NH:6][C:7]2[C:16]([C:17](=O)[CH:18]=1)=[CH:15][C:14]([O:20][CH3:21])=[C:13]1[C:8]=2[N:9]=[CH:10][CH:11]=[CH:12]1)=[O:4].O=P(Cl)(Cl)[Cl:24].C(Cl)Cl.C([O-])(O)=O.[Na+]. (5) Given the product [OH:22][CH2:23][CH:24]1[O:25][CH2:26][C@@H:27]([N:30]2[C:31]3=[C:32]4[S:40][CH:39]=[CH:38][C:33]4=[N:34][CH:35]=[C:36]3[N:37]=[C:3]2[C@H:2]([OH:1])[CH3:6])[CH2:28][CH2:29]1, predict the reactants needed to synthesize it. The reactants are: [OH:1][C@H:2]([CH3:6])[C:3](N)=O.F[B-](F)(F)F.C([O+](CC)CC)C.C([O:22][CH2:23][CH:24]1[CH2:29][CH2:28][C@H:27]([NH:30][C:31]2[C:36]([NH2:37])=[CH:35][N:34]=[C:33]3[CH:38]=[CH:39][S:40][C:32]=23)[CH2:26][O:25]1)(=O)C.[OH-].[Li+].